The task is: Regression. Given a peptide amino acid sequence and an MHC pseudo amino acid sequence, predict their binding affinity value. This is MHC class I binding data.. This data is from Peptide-MHC class I binding affinity with 185,985 pairs from IEDB/IMGT. The MHC is HLA-A24:03 with pseudo-sequence HLA-A24:03. The peptide sequence is FELLHFISS. The binding affinity (normalized) is 0.0847.